From a dataset of Forward reaction prediction with 1.9M reactions from USPTO patents (1976-2016). Predict the product of the given reaction. (1) Given the reactants [F:1][C:2]1[CH:3]=[C:4]([NH:21][C:22]([C:24]2[C:25](=[O:45])[N:26]([C:39]3[CH:44]=[CH:43][CH:42]=[CH:41][CH:40]=3)[N:27]([CH2:30][C@H:31]([O:33][C:34](=[O:38])[C@@H:35]([NH2:37])[CH3:36])[CH3:32])[C:28]=2[CH3:29])=[O:23])[CH:5]=[CH:6][C:7]=1[O:8][C:9]1[C:18]2[C:13](=[CH:14][C:15]([O:19][CH3:20])=[CH:16][CH:17]=2)[N:12]=[CH:11][CH:10]=1.[C:46]([OH:58])(=[O:57])[CH2:47][C:48]([CH2:53][C:54]([OH:56])=[O:55])([C:50]([OH:52])=[O:51])[OH:49], predict the reaction product. The product is: [OH:49][C:48]([C:50]([OH:52])=[O:51])([CH2:53][C:54]([OH:56])=[O:55])[CH2:47][C:46]([OH:58])=[O:57].[F:1][C:2]1[CH:3]=[C:4]([NH:21][C:22]([C:24]2[C:25](=[O:45])[N:26]([C:39]3[CH:40]=[CH:41][CH:42]=[CH:43][CH:44]=3)[N:27]([CH2:30][C@H:31]([O:33][C:34](=[O:38])[C@@H:35]([NH2:37])[CH3:36])[CH3:32])[C:28]=2[CH3:29])=[O:23])[CH:5]=[CH:6][C:7]=1[O:8][C:9]1[C:18]2[C:13](=[CH:14][C:15]([O:19][CH3:20])=[CH:16][CH:17]=2)[N:12]=[CH:11][CH:10]=1. (2) Given the reactants Cl[C:2]1[N:7]=[C:6]([N:8]2[CH2:13][CH2:12][CH:11]([CH2:14][NH:15][C:16](=[O:30])[C:17]3[CH:22]=[C:21]([O:23][CH3:24])[CH:20]=[C:19]([O:25][CH2:26][CH:27]4[CH2:29][CH2:28]4)[CH:18]=3)[CH2:10][CH2:9]2)[CH:5]=[CH:4][N:3]=1.CC1(C)C(C)(C)OB([C:39]2[CH:40]=[C:41]([C:45]3[N:46]([CH2:50][O:51][CH2:52][CH2:53][Si:54]([CH3:57])([CH3:56])[CH3:55])[CH:47]=[CH:48][N:49]=3)[CH:42]=C[CH:44]=2)O1.C([O-])([O-])=O.[Na+].[Na+].CC#[N:67].O, predict the reaction product. The product is: [CH:27]1([CH2:26][O:25][C:19]2[CH:18]=[C:17]([CH:22]=[C:21]([O:23][CH3:24])[CH:20]=2)[C:16]([NH:15][CH2:14][CH:11]2[CH2:10][CH2:9][N:8]([C:6]3[N:67]=[C:4]([C:5]4[CH:44]=[CH:39][CH:40]=[C:41]([C:45]5[N:46]([CH2:50][O:51][CH2:52][CH2:53][Si:54]([CH3:57])([CH3:56])[CH3:55])[CH:47]=[CH:48][N:49]=5)[CH:42]=4)[N:3]=[CH:2][N:7]=3)[CH2:13][CH2:12]2)=[O:30])[CH2:29][CH2:28]1. (3) Given the reactants [Br:1][C:2]1[CH:11]=[C:10]2[C:5]([CH:6]=[C:7](Cl)[NH:8][C:9]2=[O:12])=[CH:4][CH:3]=1.[N:14]1([CH2:20][CH2:21][CH2:22][CH2:23][N:24]2[CH2:29][CH2:28][NH:27][CH2:26][CH2:25]2)[CH2:19][CH2:18][CH2:17][CH2:16][CH2:15]1, predict the reaction product. The product is: [Br:1][C:2]1[CH:11]=[C:10]2[C:5]([CH:6]=[C:7]([N:27]3[CH2:26][CH2:25][N:24]([CH2:23][CH2:22][CH2:21][CH2:20][N:14]4[CH2:15][CH2:16][CH2:17][CH2:18][CH2:19]4)[CH2:29][CH2:28]3)[NH:8][C:9]2=[O:12])=[CH:4][CH:3]=1. (4) Given the reactants Br[C:2]1[CH:3]=[N:4][CH:5]=[C:6]([N+:25]([O-:27])=[O:26])[C:7]=1[N:8]1[CH2:13][CH2:12][CH2:11][C@H:10]([NH:14][C:15](=[O:24])[O:16][CH2:17][C:18]2[CH:23]=[CH:22][CH:21]=[CH:20][CH:19]=2)[CH2:9]1.CC1(C)C2C=CC=C(P(C3C=CC=CC=3)C3C=CC=CC=3)C=2OC2C1=CC=CC=2P(C1C=CC=CC=1)C1C=CC=CC=1.[CH3:70][N:71](C)CCN(C)C, predict the reaction product. The product is: [C:70]([C:2]1[CH:3]=[N:4][CH:5]=[C:6]([N+:25]([O-:27])=[O:26])[C:7]=1[N:8]1[CH2:13][CH2:12][CH2:11][C@H:10]([NH:14][C:15](=[O:24])[O:16][CH2:17][C:18]2[CH:23]=[CH:22][CH:21]=[CH:20][CH:19]=2)[CH2:9]1)#[N:71].